This data is from Forward reaction prediction with 1.9M reactions from USPTO patents (1976-2016). The task is: Predict the product of the given reaction. (1) Given the reactants C([N:8]1[CH2:12][CH2:11][C@@H:10]([N:13]([CH3:46])[C:14]2[N:15]=[C:16]([NH:25][C:26]3[CH:31]=[CH:30][C:29]([N:32]4[CH2:37][CH2:36][CH:35]([N:38]5[CH2:43][CH2:42][N:41]([CH3:44])[CH2:40][CH2:39]5)[CH2:34][CH2:33]4)=[C:28]([CH3:45])[CH:27]=3)[C:17]([C:22]([NH2:24])=[O:23])=[N:18][C:19]=2[CH2:20][CH3:21])[CH2:9]1)C1C=CC=CC=1, predict the reaction product. The product is: [CH2:20]([C:19]1[N:18]=[C:17]([C:22]([NH2:24])=[O:23])[C:16]([NH:25][C:26]2[CH:31]=[CH:30][C:29]([N:32]3[CH2:37][CH2:36][CH:35]([N:38]4[CH2:43][CH2:42][N:41]([CH3:44])[CH2:40][CH2:39]4)[CH2:34][CH2:33]3)=[C:28]([CH3:45])[CH:27]=2)=[N:15][C:14]=1[N:13]([CH3:46])[C@@H:10]1[CH2:11][CH2:12][NH:8][CH2:9]1)[CH3:21]. (2) Given the reactants [CH3:1][C:2]1[C:11]([CH2:12][C:13]2[CH:18]=[CH:17][C:16]([O:19][CH2:20][O:21][CH3:22])=[C:15]([CH:23]([CH3:25])[CH3:24])[CH:14]=2)=[C:10]([CH3:26])[CH:9]=[C:8]([OH:27])[C:3]=1[C:4](OC)=[O:5].[BH4-].[Na+], predict the reaction product. The product is: [CH3:1][C:2]1[C:11]([CH2:12][C:13]2[CH:18]=[CH:17][C:16]([O:19][CH2:20][O:21][CH3:22])=[C:15]([CH:23]([CH3:24])[CH3:25])[CH:14]=2)=[C:10]([CH3:26])[CH:9]=[C:8]([OH:27])[C:3]=1[CH2:4][OH:5]. (3) Given the reactants [C:1]([O:4][C@H:5]([C@H:9]1[O:14][CH2:13][CH2:12][N:11]([C:15]2[CH:16]=[C:17]3[C:21](=[CH:22][CH:23]=2)[CH2:20][N:19]([CH3:24])[C:18]3=[O:25])[C:10]1=[O:26])[C:6]([OH:8])=O)(=[O:3])[CH3:2].[NH2:27][C:28]1[CH:42]=[CH:41][C:31]([CH2:32][NH:33][C:34](=[O:40])[O:35][C:36]([CH3:39])([CH3:38])[CH3:37])=[CH:30][CH:29]=1, predict the reaction product. The product is: [C:1]([O:4][C@H:5]([C@H:9]1[O:14][CH2:13][CH2:12][N:11]([C:15]2[CH:16]=[C:17]3[C:21](=[CH:22][CH:23]=2)[CH2:20][N:19]([CH3:24])[C:18]3=[O:25])[C:10]1=[O:26])[C:6]([NH:27][C:28]1[CH:29]=[CH:30][C:31]([CH2:32][NH:33][C:34]([O:35][C:36]([CH3:39])([CH3:38])[CH3:37])=[O:40])=[CH:41][CH:42]=1)=[O:8])(=[O:3])[CH3:2]. (4) Given the reactants Br[C:2]1[CH:18]=[C:17]2[C:5]([CH2:6][CH2:7][C@@:8]32[C:13]([F:15])([F:14])[CH2:12][O:11][C:10]([NH2:16])=[N:9]3)=[CH:4][CH:3]=1.[C:19]([C:21]1[CH:22]=[C:23](B(O)O)[CH:24]=[N:25][CH:26]=1)#[N:20].COCCOC, predict the reaction product. The product is: [NH2:16][C:10]1[O:11][CH2:12][C:13]([F:15])([F:14])[C@@:8]2([C:17]3[C:5](=[CH:4][CH:3]=[C:2]([C:23]4[CH:24]=[N:25][CH:26]=[C:21]([CH:22]=4)[C:19]#[N:20])[CH:18]=3)[CH2:6][CH2:7]2)[N:9]=1. (5) Given the reactants [F:1][CH:2]([F:28])[O:3][C:4]1[CH:5]=[C:6]([C:10]2[N:15]=[C:14]([CH2:16][C:17]3[CH:18]=[N:19][C:20]([C:23]#[N:24])=[N:21][CH:22]=3)[CH:13]=[N:12][C:11]=2[O:25][CH2:26][CH3:27])[CH:7]=[CH:8][CH:9]=1.[OH-:29].[Na+].OO, predict the reaction product. The product is: [F:28][CH:2]([F:1])[O:3][C:4]1[CH:5]=[C:6]([C:10]2[N:15]=[C:14]([CH2:16][C:17]3[CH:18]=[N:19][C:20]([C:23]([NH2:24])=[O:29])=[N:21][CH:22]=3)[CH:13]=[N:12][C:11]=2[O:25][CH2:26][CH3:27])[CH:7]=[CH:8][CH:9]=1.